This data is from Reaction yield outcomes from USPTO patents with 853,638 reactions. The task is: Predict the reaction yield, written as a fraction of the theoretical maximum amount of product (1.0 means a 100% yield; for example, 0.34 means a 34% yield). (1) The reactants are Cl[N:2]1[CH:7]=[CH:6][CH:5]=[CH:4][NH:3]1.[C:8]([O:12][C:13]([N:15]1[CH2:21][CH2:20][C:19]2[C:22]([C:27]#[CH:28])=[C:23]([Cl:26])[CH:24]=[CH:25][C:18]=2[CH2:17][CH2:16]1)=[O:14])([CH3:11])([CH3:10])[CH3:9]. No catalyst specified. The product is [C:8]([O:12][C:13]([N:15]1[CH2:21][CH2:20][C:19]2[C:22]([C:27]#[C:28][N:2]3[CH:7]=[CH:6][CH:5]=[CH:4][NH:3]3)=[C:23]([Cl:26])[CH:24]=[CH:25][C:18]=2[CH2:17][CH2:16]1)=[O:14])([CH3:11])([CH3:10])[CH3:9]. The yield is 0.100. (2) The catalyst is CC(O)=O. The yield is 0.780. The reactants are [N+:1]([O-:4])(O)=[O:2].[CH3:5][O:6][C:7]([C:9]1[N:10]([CH3:20])[C:11]2[C:16]([CH:17]=1)=[CH:15][C:14]([O:18][CH3:19])=[CH:13][CH:12]=2)=[O:8]. The product is [CH3:5][O:6][C:7]([C:9]1[N:10]([CH3:20])[C:11]2[C:16]([CH:17]=1)=[C:15]([N+:1]([O-:4])=[O:2])[C:14]([O:18][CH3:19])=[CH:13][CH:12]=2)=[O:8]. (3) The catalyst is C(Cl)Cl. The yield is 0.980. The reactants are [Cl:1][C:2]1[CH:7]=[C:6]([Cl:8])[CH:5]=[CH:4][C:3]=1[C:9]1[CH:10]=[CH:11][C:12]2[O:21][CH:20]3[CH:15]([CH2:16][N:17](C(OC(C)(C)C)=O)[CH2:18][CH2:19]3)[C:13]=2[CH:14]=1.FC(F)(F)C(O)=O.[OH-].[Na+]. The product is [Cl:1][C:2]1[CH:7]=[C:6]([Cl:8])[CH:5]=[CH:4][C:3]=1[C:9]1[CH:10]=[CH:11][C:12]2[O:21][CH:20]3[CH:15]([CH:16]=[N:17][CH2:18][CH2:19]3)[C:13]=2[CH:14]=1. (4) The reactants are [C:1]([O-:4])([O-])=[O:2].[Na+].[Na+].S(O[C@:12]([C:22]1[CH:27]=[C:26]([Cl:28])[CH:25]=[CH:24][C:23]=1[NH2:29])([C:17]#[C:18][CH:19]1[CH2:21][CH2:20]1)[C:13]([F:16])([F:15])[F:14])(=O)(=O)C.CS([O-])(=O)=O.[H][H].O=C(Cl)OC(Cl)(Cl)Cl. No catalyst specified. The product is [CH2:20]1[CH:19]([C:18]#[C:17][C@:12]2([C:13]([F:15])([F:14])[F:16])[O:4][C:1](=[O:2])[NH:29][C:23]3[CH:24]=[CH:25][C:26]([Cl:28])=[CH:27][C:22]2=3)[CH2:21]1. The yield is 0.942. (5) The reactants are [NH:1]1[CH2:13][CH2:12][CH2:11][CH:3]([C:4]([O:6][C:7]([CH3:10])([CH3:9])[CH3:8])=[O:5])[CH2:2]1.F[C:15]1[CH:20]=[CH:19][CH:18]=[CH:17][C:16]=1[N+:21]([O-:23])=[O:22].[F-].[Cs+]. The catalyst is C1(C)C=CC=CC=1.C(OCC)(=O)C. The product is [N+:21]([C:16]1[CH:17]=[CH:18][CH:19]=[CH:20][C:15]=1[N:1]1[CH2:13][CH2:12][CH2:11][CH:3]([C:4]([O:6][C:7]([CH3:9])([CH3:10])[CH3:8])=[O:5])[CH2:2]1)([O-:23])=[O:22]. The yield is 0.940. (6) The reactants are [F:1][C:2]([F:27])([F:26])[O:3][C:4]1[CH:9]=[CH:8][C:7]([NH:10][C:11](=[O:25])[C:12]2[CH:13]=[C:14]([CH:20]=[CH:21][C:22]=2[O:23][CH3:24])[C:15]([O:17]CC)=[O:16])=[CH:6][CH:5]=1.[OH-].[K+].Cl. The catalyst is CO. The product is [F:1][C:2]([F:26])([F:27])[O:3][C:4]1[CH:9]=[CH:8][C:7]([NH:10][C:11](=[O:25])[C:12]2[CH:13]=[C:14]([CH:20]=[CH:21][C:22]=2[O:23][CH3:24])[C:15]([OH:17])=[O:16])=[CH:6][CH:5]=1. The yield is 1.00. (7) The reactants are [C:1]([C:5]1[CH:9]=[C:8]([NH:10][C:11](=[O:13])[O-])[N:7]([C:14]2[CH:19]=[CH:18][CH:17]=[CH:16][CH:15]=2)[N:6]=1)([CH3:4])([CH3:3])[CH3:2].[Cl:20][C:21]1[CH:27]=[CH:26][C:25]([O:28][C:29]2[C:38]3[C:33](=[CH:34][C:35]([O:41][CH3:42])=[C:36]([O:39][CH3:40])[CH:37]=3)[N:32]=[CH:31][N:30]=2)=[CH:24][C:22]=1[NH2:23]. No catalyst specified. The product is [C:1]([C:5]1[CH:9]=[C:8]([NH:10][C:11]([NH:23][C:22]2[CH:24]=[C:25]([O:28][C:29]3[C:38]4[C:33](=[CH:34][C:35]([O:41][CH3:42])=[C:36]([O:39][CH3:40])[CH:37]=4)[N:32]=[CH:31][N:30]=3)[CH:26]=[CH:27][C:21]=2[Cl:20])=[O:13])[N:7]([C:14]2[CH:19]=[CH:18][CH:17]=[CH:16][CH:15]=2)[N:6]=1)([CH3:2])([CH3:3])[CH3:4]. The yield is 0.200. (8) The reactants are [CH2:1]([O:3][C:4]1[C:8]([CH2:9][CH2:10][OH:11])=[CH:7][N:6]([C:12]2[CH:17]=[CH:16][C:15]([C:18]([F:21])([F:20])[F:19])=[CH:14][N:13]=2)[N:5]=1)[CH3:2].O[C:23]1[CH:27]=[C:26]([CH2:28][CH2:29][C:30]([O:32]CC)=[O:31])[N:25]([C:35]2[CH:40]=[CH:39][CH:38]=[CH:37][CH:36]=2)[N:24]=1.C(P(CCCC)CCCC)CCC.N(C(N1CCCCC1)=O)=NC(N1CCCCC1)=O. The catalyst is O1CCCC1. The product is [CH2:1]([O:3][C:4]1[C:8]([CH2:9][CH2:10][O:11][C:23]2[CH:27]=[C:26]([CH2:28][CH2:29][C:30]([OH:32])=[O:31])[N:25]([C:35]3[CH:40]=[CH:39][CH:38]=[CH:37][CH:36]=3)[N:24]=2)=[CH:7][N:6]([C:12]2[CH:17]=[CH:16][C:15]([C:18]([F:20])([F:19])[F:21])=[CH:14][N:13]=2)[N:5]=1)[CH3:2]. The yield is 0.720.